Predict the product of the given reaction. From a dataset of Forward reaction prediction with 1.9M reactions from USPTO patents (1976-2016). Given the reactants [C:1]([CH2:4][NH:5][CH2:6][C:7]([OH:9])=[O:8])([OH:3])=[O:2].[CH2:10]([O:17][C:18](Cl)=[O:19])[C:11]1[CH:16]=[CH:15][CH:14]=[CH:13][CH:12]=1, predict the reaction product. The product is: [CH2:10]([O:17][C:18]([N:5]([CH2:6][C:7]([OH:9])=[O:8])[CH2:4][C:1]([OH:3])=[O:2])=[O:19])[C:11]1[CH:16]=[CH:15][CH:14]=[CH:13][CH:12]=1.